Dataset: Full USPTO retrosynthesis dataset with 1.9M reactions from patents (1976-2016). Task: Predict the reactants needed to synthesize the given product. (1) Given the product [Br:1][CH2:35][C:34]([C:37]1[CH:51]=[CH:50][C:40]([C:41]([NH:43][CH2:44][CH2:45][C:46]([F:49])([F:48])[F:47])=[O:42])=[CH:39][CH:38]=1)=[O:36], predict the reactants needed to synthesize it. The reactants are: [Br-:1].[Br-].[Br-].C[N+](C)(C)C1C=CC=CC=1.C[N+](C1C=CC=CC=1)(C)C.C[N+](C1C=CC=CC=1)(C)C.[C:34]([C:37]1[CH:51]=[CH:50][C:40]([C:41]([NH:43][CH2:44][CH2:45][C:46]([F:49])([F:48])[F:47])=[O:42])=[CH:39][CH:38]=1)(=[O:36])[CH3:35]. (2) The reactants are: C[Si](C)(C)N[Si](C)(C)C.[CH2:10]([Li])CCC.[CH3:15][N:16]1[C:21](=[O:22])[CH:20]=[CH:19][C:18]([N:23]2[C:31]3[C:26](=[CH:27][CH:28]=[CH:29][CH:30]=3)[CH2:25][C@H:24]2[C:32]([O:34][CH3:35])=[O:33])=[N:17]1.CI.Cl. Given the product [CH3:15][N:16]1[C:21](=[O:22])[CH:20]=[CH:19][C:18]([N:23]2[C:31]3[C:26](=[CH:27][CH:28]=[CH:29][CH:30]=3)[CH2:25][C:24]2([CH3:10])[C:32]([O:34][CH3:35])=[O:33])=[N:17]1, predict the reactants needed to synthesize it.